This data is from Forward reaction prediction with 1.9M reactions from USPTO patents (1976-2016). The task is: Predict the product of the given reaction. (1) Given the reactants C(O[C:6]([NH:8][CH2:9][CH2:10][CH2:11][O:12][CH2:13][CH2:14][O:15][CH2:16][CH2:17][O:18][CH2:19][CH2:20][CH2:21][NH:22][C:23](=[O:29])[CH2:24][CH2:25][C:26]([OH:28])=[O:27])=[O:7])(C)(C)C.C(O)(C(F)(F)F)=O.O=C1CCC(=O)N1OC(=O)[CH2:46][CH2:47][CH2:48][CH2:49][CH2:50][CH2:51][C:52]([O:54][C:55]([CH3:58])([CH3:57])[CH3:56])=[O:53], predict the reaction product. The product is: [C:55]([O:54][C:52](=[O:53])[CH2:51][CH2:50][CH2:49][CH2:48][CH2:47][CH2:46][C:6](=[O:7])[NH:8][CH2:9][CH2:10][CH2:11][O:12][CH2:13][CH2:14][O:15][CH2:16][CH2:17][O:18][CH2:19][CH2:20][CH2:21][NH:22][C:23](=[O:29])[CH2:24][CH2:25][C:26]([OH:28])=[O:27])([CH3:58])([CH3:57])[CH3:56]. (2) Given the reactants [Br:1][C:2]1[CH:3]=[C:4]2[C:9](=[CH:10][CH:11]=1)[C:8]([NH2:12])=[N:7][CH:6]=[CH:5]2.[C:13]([N:20]1[CH2:27][CH2:26][CH2:25][C@H:21]1[C:22](O)=[O:23])([O:15][C:16]([CH3:19])([CH3:18])[CH3:17])=[O:14].CN1CCOCC1.CN(C(ON1N=NC2C=CC=NC1=2)=[N+](C)C)C.F[P-](F)(F)(F)(F)F, predict the reaction product. The product is: [C:16]([O:15][C:13]([N:20]1[CH2:27][CH2:26][CH2:25][CH:21]1[C:22](=[O:23])[NH:12][C:8]1[C:9]2[C:4](=[CH:3][C:2]([Br:1])=[CH:11][CH:10]=2)[CH:5]=[CH:6][N:7]=1)=[O:14])([CH3:19])([CH3:18])[CH3:17]. (3) Given the reactants [NH2:1][C:2]1[C:7]([C:8]([C:10]2[CH:15]=[C:14]([F:16])[C:13]([CH3:17])=[CH:12][C:11]=2[O:18][CH3:19])=[O:9])=[CH:6][CH:5]=[C:4](Cl)[N:3]=1.[NH2:21][CH:22]1[CH2:27][CH2:26][N:25]([C:28](=[O:30])[CH3:29])[CH2:24][CH2:23]1, predict the reaction product. The product is: [NH2:1][C:2]1[N:3]=[C:4]([NH:21][CH:22]2[CH2:27][CH2:26][N:25]([C:28](=[O:30])[CH3:29])[CH2:24][CH2:23]2)[CH:5]=[CH:6][C:7]=1[C:8](=[O:9])[C:10]1[CH:15]=[C:14]([F:16])[C:13]([CH3:17])=[CH:12][C:11]=1[O:18][CH3:19]. (4) Given the reactants [CH3:1][O:2][C:3]1[C:8]2[O:9][CH2:10][CH2:11][O:12][C:7]=2[C:6]([OH:13])=[CH:5][CH:4]=1.[C:14]([O-])([O-])=O.[K+].[K+].CI, predict the reaction product. The product is: [CH3:1][O:2][C:3]1[C:8]2[O:9][CH2:10][CH2:11][O:12][C:7]=2[C:6]([O:13][CH3:14])=[CH:5][CH:4]=1. (5) Given the reactants [OH:1][CH2:2][C:3]1[CH:26]=[CH:25][C:6]2[S:7][CH:8]=[C:9]([C:10]3[CH:15]=[CH:14][C:13]([CH:16]4[CH2:21][CH2:20][S:19](=[O:23])(=[O:22])[CH2:18][CH2:17]4)=[CH:12][C:11]=3[CH3:24])[C:5]=2[CH:4]=1.O[C:28]1[CH:33]=[CH:32][C:31]([C@@H:34]([C:40]#[C:41][CH3:42])[CH2:35][C:36]([O:38][CH3:39])=[O:37])=[CH:30][CH:29]=1.C1C=CC(P(C2C=CC=CC=2)C2C=CC=CC=2)=CC=1.C1C=CC(COC(/N=N/C(OCC2C=CC=CC=2)=O)=O)=CC=1, predict the reaction product. The product is: [O:22]=[S:19]1(=[O:23])[CH2:20][CH2:21][CH:16]([C:13]2[CH:14]=[CH:15][C:10]([C:9]3[C:5]4[CH:4]=[C:3]([CH2:2][O:1][C:28]5[CH:33]=[CH:32][C:31]([C@@H:34]([C:40]#[C:41][CH3:42])[CH2:35][C:36]([O:38][CH3:39])=[O:37])=[CH:30][CH:29]=5)[CH:26]=[CH:25][C:6]=4[S:7][CH:8]=3)=[C:11]([CH3:24])[CH:12]=2)[CH2:17][CH2:18]1. (6) Given the reactants C([O:5][C:6](=O)[NH:7][C@@H:8]1[CH2:13][C@@H:12]([C:14]([N:16]([CH3:18])[CH3:17])=[O:15])[CH2:11][CH2:10][C@@H:9]1[NH:19][C:20](=[O:31])[C:21]([NH:23][C:24]1[CH:29]=[CH:28][C:27]([Cl:30])=[CH:26][N:25]=1)=[O:22])(C)(C)C.CS(O)(=O)=O.Cl.[CH3:39][N:40]1[CH2:45][CH2:44][C:43]2[N:46]=[C:47](C(O)=O)[S:48][C:42]=2[CH2:41]1, predict the reaction product. The product is: [Cl:30][C:27]1[CH:28]=[CH:29][C:24]([NH:23][C:21](=[O:22])[C:20]([NH:19][C@H:9]2[CH2:10][CH2:11][C@H:12]([C:14](=[O:15])[N:16]([CH3:17])[CH3:18])[CH2:13][C@H:8]2[NH:7][C:6]([C:47]2[S:48][C:42]3[CH2:41][N:40]([CH3:39])[CH2:45][CH2:44][C:43]=3[N:46]=2)=[O:5])=[O:31])=[N:25][CH:26]=1. (7) Given the reactants [N+:1]([C:4]1[CH:5]=[C:6]([CH:14]=[CH:15][CH:16]=1)[C:7]([N:9]1[CH2:13][CH2:12][CH2:11][CH2:10]1)=[O:8])([O-])=O.C([O-])=O.[NH4+], predict the reaction product. The product is: [N:9]1([C:7]([C:6]2[CH:5]=[C:4]([CH:16]=[CH:15][CH:14]=2)[NH2:1])=[O:8])[CH2:10][CH2:11][CH2:12][CH2:13]1. (8) Given the reactants C([O:8][C:9]1[C:10]2[N:11]([N:16]=[CH:17][C:18]=2[CH2:19]O)[CH:12]=[C:13]([Cl:15])[CH:14]=1)C1C=CC=CC=1.C([SiH](CC)CC)C, predict the reaction product. The product is: [Cl:15][C:13]1[CH:14]=[C:9]([OH:8])[C:10]2[N:11]([N:16]=[CH:17][C:18]=2[CH3:19])[CH:12]=1. (9) Given the reactants [Li+].[OH-].[CH3:3][NH:4][C:5]1[N:10]=[C:9]([CH2:11][CH2:12][O:13][C:14]2[CH:38]=[CH:37][C:17]3[CH2:18][C@@H:19]([CH2:32][C:33]([O:35]C)=[O:34])[C:20](=[O:31])[N:21]([CH2:23][CH2:24][C:25]4[CH:30]=[CH:29][CH:28]=[CH:27][CH:26]=4)[CH2:22][C:16]=3[CH:15]=2)[CH:8]=[CH:7][CH:6]=1, predict the reaction product. The product is: [CH3:3][NH:4][C:5]1[N:10]=[C:9]([CH2:11][CH2:12][O:13][C:14]2[CH:38]=[CH:37][C:17]3[CH2:18][C@@H:19]([CH2:32][C:33]([OH:35])=[O:34])[C:20](=[O:31])[N:21]([CH2:23][CH2:24][C:25]4[CH:30]=[CH:29][CH:28]=[CH:27][CH:26]=4)[CH2:22][C:16]=3[CH:15]=2)[CH:8]=[CH:7][CH:6]=1.